This data is from Full USPTO retrosynthesis dataset with 1.9M reactions from patents (1976-2016). The task is: Predict the reactants needed to synthesize the given product. (1) Given the product [OH:11][C:8]([C:6]1[CH:5]=[C:4]([N:12]2[CH2:17][CH2:16][O:15][CH2:14][C@@H:13]2[CH3:18])[N:3]=[C:2]([C:30]2[CH:29]=[CH:28][C:27]([NH:26][C:25]([NH:24][C:21]3[CH:22]=[CH:23][O:19][N:20]=3)=[O:42])=[CH:32][CH:31]=2)[N:7]=1)([CH3:10])[CH3:9], predict the reactants needed to synthesize it. The reactants are: Cl[C:2]1[N:7]=[C:6]([C:8]([OH:11])([CH3:10])[CH3:9])[CH:5]=[C:4]([N:12]2[CH2:17][CH2:16][O:15][CH2:14][C@@H:13]2[CH3:18])[N:3]=1.[O:19]1[CH:23]=[CH:22][C:21]([NH:24][C:25](=[O:42])[NH:26][C:27]2[CH:32]=[CH:31][C:30](B3OC(C)(C)C(C)(C)O3)=[CH:29][CH:28]=2)=[N:20]1.CN(C=O)C.Cl. (2) Given the product [Cl:1][C:2]1[C:3]([NH:20][CH:21]2[CH2:26][CH2:25][N:24]([C:30]3[N:35]=[N:34][C:33]([C:36]#[N:37])=[CH:32][CH:31]=3)[CH2:23][CH:22]2[CH2:27][CH3:28])=[N:4][C:5]([NH:8][C:9]2[CH:10]=[CH:11][C:12]3[C:16]([CH:17]=2)=[N:15][N:14]([CH3:18])[C:13]=3[CH3:19])=[N:6][CH:7]=1, predict the reactants needed to synthesize it. The reactants are: [Cl:1][C:2]1[C:3]([NH:20][CH:21]2[CH2:26][CH2:25][NH:24][CH2:23][CH:22]2[CH2:27][CH3:28])=[N:4][C:5]([NH:8][C:9]2[CH:10]=[CH:11][C:12]3[C:16]([CH:17]=2)=[N:15][N:14]([CH3:18])[C:13]=3[CH3:19])=[N:6][CH:7]=1.Cl[C:30]1[N:35]=[N:34][C:33]([C:36]#[N:37])=[CH:32][CH:31]=1.C(N(CC)CC)C. (3) Given the product [N+:13]([C:12]1[CH:11]=[CH:10][CH:9]=[C:4]2[C:3]=1[CH2:2][N:16]([CH2:17][CH2:18][CH:19]1[CH2:20][CH2:21][N:22]([C:25]([O:27][C:28]([CH3:31])([CH3:30])[CH3:29])=[O:26])[CH2:23][CH2:24]1)[C:5]2=[O:7])([O-:15])=[O:14], predict the reactants needed to synthesize it. The reactants are: Br[CH2:2][C:3]1[C:12]([N+:13]([O-:15])=[O:14])=[CH:11][CH:10]=[CH:9][C:4]=1[C:5]([O:7]C)=O.[NH2:16][CH2:17][CH2:18][CH:19]1[CH2:24][CH2:23][N:22]([C:25]([O:27][C:28]([CH3:31])([CH3:30])[CH3:29])=[O:26])[CH2:21][CH2:20]1.C(N(CC)CC)C.O. (4) Given the product [Cl:1][C:2]1[CH:3]=[C:4]([CH:18]=[C:19]([Cl:21])[CH:20]=1)[CH2:5][C:6]1[C:7]([CH2:16][CH3:17])=[N:8][N:9]([CH2:13][CH2:14][NH:15][C:28]([NH:27][C:25](=[O:26])[C:24]2[C:30]([F:34])=[CH:31][CH:32]=[CH:33][C:23]=2[F:22])=[O:29])[C:10]=1[CH2:11][CH3:12], predict the reactants needed to synthesize it. The reactants are: [Cl:1][C:2]1[CH:3]=[C:4]([CH:18]=[C:19]([Cl:21])[CH:20]=1)[CH2:5][C:6]1[C:7]([CH2:16][CH3:17])=[N:8][N:9]([CH2:13][CH2:14][NH2:15])[C:10]=1[CH2:11][CH3:12].[F:22][C:23]1[CH:33]=[CH:32][CH:31]=[C:30]([F:34])[C:24]=1[C:25]([N:27]=[C:28]=[O:29])=[O:26]. (5) Given the product [CH3:35][S:31]([C:3]1[N:4]=[CH:5][C:6]2[C:11]3([CH2:14][CH2:13][CH2:12]3)[N:10]([C:15]([O:17][CH2:18][C:19]3[CH:24]=[CH:23][CH:22]=[CH:21][CH:20]=3)=[O:16])[CH:9]([C:25]([O:27][CH3:28])=[O:26])[C:7]=2[N:8]=1)(=[O:33])=[O:30], predict the reactants needed to synthesize it. The reactants are: CS[C:3]1[N:4]=[CH:5][C:6]2[C:11]3([CH2:14][CH2:13][CH2:12]3)[N:10]([C:15]([O:17][CH2:18][C:19]3[CH:24]=[CH:23][CH:22]=[CH:21][CH:20]=3)=[O:16])[CH:9]([C:25]([O:27][CH3:28])=[O:26])[C:7]=2[N:8]=1.O[O:30][S:31]([O-:33])=O.[K+].[CH3:35]N(C=O)C. (6) Given the product [CH3:25][O:24][C:20]1[C:19]2[CH:15]([NH:14][C:11]3[O:12][CH2:13][C:8]4[CH:7]=[C:6]([NH:5][C:3](=[O:4])[CH2:2][N:32]5[CH2:33][CH2:34][N:29]([CH3:28])[CH2:30][CH2:31]5)[CH:27]=[CH:26][C:9]=4[N:10]=3)[CH2:16][O:17][C:18]=2[CH:23]=[CH:22][CH:21]=1, predict the reactants needed to synthesize it. The reactants are: Cl[CH2:2][C:3]([NH:5][C:6]1[CH:27]=[CH:26][C:9]2[N:10]=[C:11]([NH:14][CH:15]3[C:19]4[C:20]([O:24][CH3:25])=[CH:21][CH:22]=[CH:23][C:18]=4[O:17][CH2:16]3)[O:12][CH2:13][C:8]=2[CH:7]=1)=[O:4].[CH3:28][N:29]1[CH2:34][CH2:33][NH:32][CH2:31][CH2:30]1. (7) Given the product [CH3:23][C:24]1([CH3:40])[C:28]([CH3:30])([CH3:29])[O:27][B:26]([C:2]2[CH:3]=[N:4][N:5]3[CH:10]=[CH:9][C:8]([N:11]4[CH2:16][CH2:15][N:14]([C:17]([O:19][CH:20]([CH3:22])[CH3:21])=[O:18])[CH2:13][CH2:12]4)=[N:7][C:6]=23)[O:25]1, predict the reactants needed to synthesize it. The reactants are: Br[C:2]1[CH:3]=[N:4][N:5]2[CH:10]=[CH:9][C:8]([N:11]3[CH2:16][CH2:15][N:14]([C:17]([O:19][CH:20]([CH3:22])[CH3:21])=[O:18])[CH2:13][CH2:12]3)=[N:7][C:6]=12.[CH3:23][C:24]1([CH3:40])[C:28]([CH3:30])([CH3:29])[O:27][B:26]([B:26]2[O:27][C:28]([CH3:30])([CH3:29])[C:24]([CH3:40])([CH3:23])[O:25]2)[O:25]1.CC([O-])=O.[K+].N#N. (8) Given the product [NH:30]([C:19]1[N:20]=[CH:21][C:16]2[CH:15]=[C:14]([C:3]3[CH:4]=[CH:5][C:6]([C:8]4[CH:9]=[N:10][CH:11]=[CH:12][CH:13]=4)=[CH:7][C:2]=3[Cl:1])[C:26](=[O:27])[N:25]([CH2:28][CH3:29])[C:17]=2[N:18]=1)[C:31]1[CH:36]=[CH:35][CH:34]=[CH:33][CH:32]=1, predict the reactants needed to synthesize it. The reactants are: [Cl:1][C:2]1[CH:7]=[C:6]([C:8]2[CH:9]=[N:10][CH:11]=[CH:12][CH:13]=2)[CH:5]=[CH:4][C:3]=1[C:14]1[C:26](=[O:27])[N:25]([CH2:28][CH3:29])[C:17]2[N:18]=[C:19](S(C)=O)[N:20]=[CH:21][C:16]=2[CH:15]=1.[NH2:30][C:31]1[CH:36]=[CH:35][CH:34]=[CH:33][CH:32]=1.